Task: Predict the reaction yield, written as a fraction of the theoretical maximum amount of product (1.0 means a 100% yield; for example, 0.34 means a 34% yield).. Dataset: Reaction yield outcomes from USPTO patents with 853,638 reactions (1) The reactants are Cl[C:2]1[C:11]2[C:6](=[CH:7][C:8]([O:14][CH3:15])=[C:9]([O:12][CH3:13])[CH:10]=2)[N:5]=[CH:4][N:3]=1.[C:16]([O:20][C:21]([NH:23][CH:24]1[CH2:28][CH2:27][NH:26][CH2:25]1)=[O:22])([CH3:19])([CH3:18])[CH3:17].CCN(C(C)C)C(C)C. The catalyst is CC(O)C. The product is [C:16]([O:20][C:21](=[O:22])[NH:23][CH:24]1[CH2:28][CH2:27][N:26]([C:2]2[C:11]3[C:6](=[CH:7][C:8]([O:14][CH3:15])=[C:9]([O:12][CH3:13])[CH:10]=3)[N:5]=[CH:4][N:3]=2)[CH2:25]1)([CH3:19])([CH3:17])[CH3:18]. The yield is 0.780. (2) The reactants are [CH2:1]([O:8][C:9]1[C:10]([Cl:21])=[CH:11][C:12]([Cl:20])=[C:13]2[C:18]=1[N:17]=[C:16]([CH3:19])[CH:15]=[N:14]2)[C:2]1[CH:7]=[CH:6][CH:5]=[CH:4][CH:3]=1.[O:22]1CCOCC1. The product is [CH2:1]([O:8][C:9]1[C:10]([Cl:21])=[CH:11][C:12]([Cl:20])=[C:13]2[C:18]=1[N:17]=[C:16]([CH:19]=[O:22])[CH:15]=[N:14]2)[C:2]1[CH:3]=[CH:4][CH:5]=[CH:6][CH:7]=1. The yield is 0.590. The catalyst is O. (3) The reactants are [CH3:1][N:2]1[CH:6]=[C:5]([NH:7][C:8]([C:10]2[N:11]([CH3:18])[CH:12]=[C:13]([N+:15]([O-])=O)[CH:14]=2)=[O:9])[CH:4]=[C:3]1[C:19]([O:21][CH3:22])=[O:20].Cl.[H][H].[CH3:26][N:27]1[CH:31]=[C:30]([NH:32][C:33]([C:35]2[N:36]([CH3:43])[CH:37]=[C:38]([N+:40]([O-:42])=[O:41])[CH:39]=2)=[O:34])[CH:29]=[C:28]1[C:44]([OH:46])=O.C(Cl)CCl.CCN(C(C)C)C(C)C. The catalyst is [Pd].CC(N(C)C)=O. The product is [CH3:1][N:2]1[CH:6]=[C:5]([NH:7][C:8]([C:10]2[N:11]([CH3:18])[CH:12]=[C:13]([NH:15][C:44]([C:28]3[N:27]([CH3:26])[CH:31]=[C:30]([NH:32][C:33]([C:35]4[N:36]([CH3:43])[CH:37]=[C:38]([N+:40]([O-:42])=[O:41])[CH:39]=4)=[O:34])[CH:29]=3)=[O:46])[CH:14]=2)=[O:9])[CH:4]=[C:3]1[C:19]([O:21][CH3:22])=[O:20]. The yield is 0.760. (4) The reactants are Cl[C:2]([O:4][C:5]1[CH:10]=[CH:9][C:8]([N+:11]([O-:13])=[O:12])=[CH:7][CH:6]=1)=[O:3].[N:14]1[CH:19]=[CH:18][CH:17]=[CH:16][C:15]=1[S:20][S:21][CH2:22][CH2:23][OH:24].C(N(CC)C(C)C)(C)C. The catalyst is ClCCl. The product is [C:2](=[O:3])([O:24][CH2:23][CH2:22][S:21][S:20][C:15]1[CH:16]=[CH:17][CH:18]=[CH:19][N:14]=1)[O:4][C:5]1[CH:6]=[CH:7][C:8]([N+:11]([O-:13])=[O:12])=[CH:9][CH:10]=1. The yield is 0.810. (5) The reactants are O.[C@@H:2]1([N:10]2[C:19]3[N:18]=[CH:17][N:16]=[C:14]([NH2:15])[C:13]=3[N:12]=[CH:11]2)[O:9][C@H:6]([CH2:7][OH:8])[C@@H:4]([OH:5])[CH2:3]1.CO[CH:22](OC)[N:23]([CH3:25])[CH3:24]. The catalyst is CO. The product is [CH3:22][N:23]([CH:25]=[N:15][C:14]1[C:13]2[N:12]=[CH:11][N:10]([C:19]=2[N:18]=[CH:17][N:16]=1)[C@@H:2]1[O:9][C@H:6]([CH2:7][OH:8])[C@@H:4]([OH:5])[CH2:3]1)[CH3:24]. The yield is 0.990. (6) The reactants are [CH3:1][C:2]1[C:6]([CH2:7][N:8]2[CH:12]=[C:11]([C:13](OCC)=[O:14])[CH:10]=[N:9]2)=[C:5]([CH3:18])[O:4][N:3]=1.[NH2:19][NH2:20]. The catalyst is CCO. The product is [CH3:1][C:2]1[C:6]([CH2:7][N:8]2[CH:12]=[C:11]([C:13]([NH:19][NH2:20])=[O:14])[CH:10]=[N:9]2)=[C:5]([CH3:18])[O:4][N:3]=1. The yield is 0.970. (7) The reactants are [CH2:1]([S:4][C:5]1[N:9]([C:10]2[CH:19]=[CH:18][C:13]([C:14]([O:16]C)=[O:15])=[CH:12][CH:11]=2)[N:8]=[CH:7][C:6]=1[C:20]([N:22]1[CH2:26][CH2:25][CH:24]([C:27]2[CH:32]=[CH:31][CH:30]=[CH:29][C:28]=2[C:33]([F:36])([F:35])[F:34])[CH2:23]1)=[O:21])[CH2:2][CH3:3].[OH-].[Na+]. The catalyst is CO. The product is [CH2:1]([S:4][C:5]1[N:9]([C:10]2[CH:11]=[CH:12][C:13]([C:14]([OH:16])=[O:15])=[CH:18][CH:19]=2)[N:8]=[CH:7][C:6]=1[C:20]([N:22]1[CH2:26][CH2:25][CH:24]([C:27]2[CH:32]=[CH:31][CH:30]=[CH:29][C:28]=2[C:33]([F:34])([F:35])[F:36])[CH2:23]1)=[O:21])[CH2:2][CH3:3]. The yield is 0.680. (8) The reactants are [N+:1]([C:4]1[CH:5]=[C:6]([CH:10]=[CH:11][C:12]=1[N+:13]([O-:15])=[O:14])[C:7]([OH:9])=O)([O-:3])=[O:2].P(Cl)(Cl)(Cl)(Cl)Cl.CCCCCC.[CH3:28][O:29][CH2:30][CH2:31][NH2:32]. The catalyst is C(O)(=O)C. The product is [CH3:28][O:29][CH2:30][CH2:31][NH:32][C:7](=[O:9])[C:6]1[CH:10]=[CH:11][C:12]([N+:13]([O-:15])=[O:14])=[C:4]([N+:1]([O-:3])=[O:2])[CH:5]=1. The yield is 0.730. (9) The reactants are [C:1]([O:5][C:6](=[O:41])[CH2:7][C@H:8]([O:21]/[N:22]=[C:23](/[C:27]1[N:28]=[C:29]([NH:33][C:34]([O:36][C:37]([CH3:40])([CH3:39])[CH3:38])=[O:35])[S:30][C:31]=1[Cl:32])\[C:24](O)=[O:25])[C:9]([O:11][CH2:12][C:13]1[CH:18]=[CH:17][C:16]([O:19][CH3:20])=[CH:15][CH:14]=1)=[O:10])([CH3:4])([CH3:3])[CH3:2].Cl.[NH2:43][C@@H:44]1[C:51](=[O:52])[N:50]2[C@@H:45]1[S:46][CH2:47][C:48]([CH2:69][Cl:70])=[C:49]2[C:53]([O:55][CH:56]([C:63]1[CH:68]=[CH:67][CH:66]=[CH:65][CH:64]=1)[C:57]1[CH:62]=[CH:61][CH:60]=[CH:59][CH:58]=1)=[O:54].P(Cl)(Cl)(=O)OC1C=CC=CC=1.CN1CCOCC1. The catalyst is ClCCl. The product is [CH:56]([O:55][C:53]([C:49]1[N:50]2[C@H:45]([S:46][CH2:47][C:48]=1[CH2:69][Cl:70])[C@H:44]([NH:43][C:24](=[O:25])/[C:23](=[N:22]\[O:21][C@@H:8]([CH2:7][C:6]([O:5][C:1]([CH3:4])([CH3:3])[CH3:2])=[O:41])[C:9]([O:11][CH2:12][C:13]1[CH:18]=[CH:17][C:16]([O:19][CH3:20])=[CH:15][CH:14]=1)=[O:10])/[C:27]1[N:28]=[C:29]([NH:33][C:34]([O:36][C:37]([CH3:40])([CH3:39])[CH3:38])=[O:35])[S:30][C:31]=1[Cl:32])[C:51]2=[O:52])=[O:54])([C:57]1[CH:62]=[CH:61][CH:60]=[CH:59][CH:58]=1)[C:63]1[CH:68]=[CH:67][CH:66]=[CH:65][CH:64]=1. The yield is 0.950. (10) The reactants are [CH3:1][O:2][C:3]1[CH:4]=[C:5]2[C:10](=[CH:11][C:12]=1[O:13][CH3:14])[N:9]=[CH:8][N:7]=[C:6]2[O:15][C:16]1[CH:17]=[C:18]([CH:20]=[CH:21][CH:22]=1)[NH2:19].[CH3:23][C:24]1[O:28][N:27]=[C:26]([NH:29][C:30](=O)[O:31]C2C=CC=CC=2)[CH:25]=1. No catalyst specified. The product is [CH3:1][O:2][C:3]1[CH:4]=[C:5]2[C:10](=[CH:11][C:12]=1[O:13][CH3:14])[N:9]=[CH:8][N:7]=[C:6]2[O:15][C:16]1[CH:17]=[C:18]([NH:19][C:30]([NH:29][C:26]2[CH:25]=[C:24]([CH3:23])[O:28][N:27]=2)=[O:31])[CH:20]=[CH:21][CH:22]=1. The yield is 0.250.